Dataset: Full USPTO retrosynthesis dataset with 1.9M reactions from patents (1976-2016). Task: Predict the reactants needed to synthesize the given product. (1) Given the product [CH3:20][C:21]1[N:12]([C:13]2[CH:14]=[C:15]([CH3:19])[CH:16]=[CH:17][CH:18]=2)[C:11]2[CH:10]=[CH:9][C:4]([C:5]([O:7][CH3:8])=[O:6])=[CH:3][C:2]=2[N:1]=1, predict the reactants needed to synthesize it. The reactants are: [NH2:1][C:2]1[CH:3]=[C:4]([CH:9]=[CH:10][C:11]=1[NH:12][C:13]1[CH:14]=[C:15]([CH3:19])[CH:16]=[CH:17][CH:18]=1)[C:5]([O:7][CH3:8])=[O:6].[C:20](OCC)(OCC)(OCC)[CH3:21]. (2) Given the product [N:1]1[CH:2]=[CH:3][N:4]2[CH:9]=[C:8]([NH:10][C:26]([NH:25][C:28]3[CH:29]=[CH:30][C:31]([N+:34]([O-:36])=[O:35])=[CH:32][CH:33]=3)=[O:27])[CH:7]=[CH:6][C:5]=12, predict the reactants needed to synthesize it. The reactants are: [N:1]1[CH:2]=[CH:3][N:4]2[CH:9]=[C:8]([NH2:10])[CH:7]=[CH:6][C:5]=12.C(N(C(C)C)C(C)C)C.CN(C)C=O.[N:25]([C:28]1[CH:33]=[CH:32][C:31]([N+:34]([O-:36])=[O:35])=[CH:30][CH:29]=1)=[C:26]=[O:27].